Dataset: CYP2C9 inhibition data for predicting drug metabolism from PubChem BioAssay. Task: Regression/Classification. Given a drug SMILES string, predict its absorption, distribution, metabolism, or excretion properties. Task type varies by dataset: regression for continuous measurements (e.g., permeability, clearance, half-life) or binary classification for categorical outcomes (e.g., BBB penetration, CYP inhibition). Dataset: cyp2c9_veith. The molecule is COCCn1c(=O)c(-c2cccs2)nc2cnc(Oc3ccccc3)nc21. The result is 1 (inhibitor).